Predict the product of the given reaction. From a dataset of Forward reaction prediction with 1.9M reactions from USPTO patents (1976-2016). Given the reactants [Br:1][C:2]1[CH:3]=[C:4]([C:6]([CH3:9])=[CH:7][CH:8]=1)[NH2:5].[C:10](Cl)(=[O:12])[CH3:11], predict the reaction product. The product is: [Br:1][C:2]1[CH:8]=[CH:7][C:6]([CH3:9])=[C:4]([NH:5][C:10](=[O:12])[CH3:11])[CH:3]=1.